This data is from Forward reaction prediction with 1.9M reactions from USPTO patents (1976-2016). The task is: Predict the product of the given reaction. (1) Given the reactants [C:1]([O:5][C:6]([N:8]1[CH2:13][CH2:12][N:11]([C:14]([O:16][C:17]([CH3:20])([CH3:19])[CH3:18])=[O:15])[CH2:10][C@@H:9]1[C:21]([OH:23])=[O:22])=[O:7])([CH3:4])([CH3:3])[CH3:2].[C:24]([O-])([O-])=O.[Cs+].[Cs+].CI, predict the reaction product. The product is: [C:1]([O:5][C:6]([N:8]1[CH2:13][CH2:12][N:11]([C:14]([O:16][C:17]([CH3:20])([CH3:19])[CH3:18])=[O:15])[CH2:10][C@@H:9]1[C:21]([O:23][CH3:24])=[O:22])=[O:7])([CH3:4])([CH3:2])[CH3:3]. (2) Given the reactants [C:1]([C:3]1[N:8]=[CH:7][C:6]([CH3:9])=[CH:5][CH:4]=1)#[N:2].C(OOC(=O)C1C=CC=CC=1)(=O)C1C=CC=CC=1.[Br:28]N1C(=O)CCC1=O, predict the reaction product. The product is: [C:1]([C:3]1[N:8]=[CH:7][C:6]([CH2:9][Br:28])=[CH:5][CH:4]=1)#[N:2]. (3) The product is: [Br:24][C:25]1[CH:30]=[CH:29][C:28]([C:31]([F:33])([F:32])[F:34])=[CH:27][C:26]=1[S:35]([N:6]1[CH2:5][CH2:4][N:3]([C:8]([O:10][C:11]([CH3:13])([CH3:12])[CH3:14])=[O:9])[C@@H:2]([CH3:1])[CH2:7]1)(=[O:37])=[O:36]. Given the reactants [CH3:1][C@H:2]1[CH2:7][NH:6][CH2:5][CH2:4][N:3]1[C:8]([O:10][C:11]([CH3:14])([CH3:13])[CH3:12])=[O:9].CCN(C(C)C)C(C)C.[Br:24][C:25]1[CH:30]=[CH:29][C:28]([C:31]([F:34])([F:33])[F:32])=[CH:27][C:26]=1[S:35](Cl)(=[O:37])=[O:36], predict the reaction product. (4) Given the reactants [O:1]1[CH2:4][CH:3]([N:5]2[CH2:10][CH2:9][N:8]([C:11]3[CH:16]=[CH:15][C:14]([NH:17][C:18]4[N:23]=[CH:22][N:21]=[C:20]([C:24]5[CH:25]=[CH:26][C:27]([O:32][CH:33]6[CH2:38][CH2:37][NH:36][CH2:35][CH2:34]6)=[C:28]([CH:31]=5)[C:29]#[N:30])[N:19]=4)=[CH:13][CH:12]=3)[CH2:7][CH2:6]2)[CH2:2]1.[OH:39][C:40]1([C:43](O)=[O:44])[CH2:42][CH2:41]1.C(N(CC)C(C)C)(C)C.CN(C(ON1N=NC2C=CC=NC1=2)=[N+](C)C)C.F[P-](F)(F)(F)(F)F, predict the reaction product. The product is: [OH:39][C:40]1([C:43]([N:36]2[CH2:37][CH2:38][CH:33]([O:32][C:27]3[CH:26]=[CH:25][C:24]([C:20]4[N:19]=[C:18]([NH:17][C:14]5[CH:13]=[CH:12][C:11]([N:8]6[CH2:7][CH2:6][N:5]([CH:3]7[CH2:4][O:1][CH2:2]7)[CH2:10][CH2:9]6)=[CH:16][CH:15]=5)[N:23]=[CH:22][N:21]=4)=[CH:31][C:28]=3[C:29]#[N:30])[CH2:34][CH2:35]2)=[O:44])[CH2:42][CH2:41]1.